This data is from Forward reaction prediction with 1.9M reactions from USPTO patents (1976-2016). The task is: Predict the product of the given reaction. (1) Given the reactants [NH2:1][C:2]1[CH:7]=[CH:6][C:5]([C:8]2[CH:13]=[CH:12][CH:11]=[C:10]([CH2:14][N:15]([CH3:27])[C:16](=[O:26])[CH2:17][NH:18][C:19](=[O:25])[O:20][C:21]([CH3:24])([CH3:23])[CH3:22])[CH:9]=2)=[CH:4][CH:3]=1.N1C=CC=CC=1.[CH3:34][N:35]([CH3:39])[C:36](Cl)=[O:37], predict the reaction product. The product is: [CH3:34][N:35]([CH3:39])[C:36]([NH:1][C:2]1[CH:7]=[CH:6][C:5]([C:8]2[CH:13]=[CH:12][CH:11]=[C:10]([CH2:14][N:15]([CH3:27])[C:16](=[O:26])[CH2:17][NH:18][C:19](=[O:25])[O:20][C:21]([CH3:23])([CH3:24])[CH3:22])[CH:9]=2)=[CH:4][CH:3]=1)=[O:37]. (2) Given the reactants [CH3:1][O:2][C:3]1[CH:8]=[CH:7][C:6]([CH:9]2[CH2:14][CH2:13][CH:12]([CH2:15][C:16]([OH:18])=O)[CH2:11][CH2:10]2)=[CH:5][CH:4]=1.[Cl:19][C:20]1[CH:26]=[CH:25][C:23]([NH2:24])=[CH:22][CH:21]=1.CN(C(ON1N=NC2C=CC=NC1=2)=[N+](C)C)C.F[P-](F)(F)(F)(F)F.CCN(C(C)C)C(C)C, predict the reaction product. The product is: [Cl:19][C:20]1[CH:26]=[CH:25][C:23]([NH:24][C:16](=[O:18])[CH2:15][C@H:12]2[CH2:11][CH2:10][C@@H:9]([C:6]3[CH:5]=[CH:4][C:3]([O:2][CH3:1])=[CH:8][CH:7]=3)[CH2:14][CH2:13]2)=[CH:22][CH:21]=1. (3) Given the reactants [CH3:1][NH:2][C:3]1[CH:8]=[CH:7][CH:6]=[CH:5][CH:4]=1.[C:9]([OH:13])(=[O:12])[CH:10]=[CH2:11].[C:14]([OH:18])(=[O:17])[CH:15]=[CH2:16].[C:19]([OH:23])(=[O:22])[CH:20]=[CH2:21].[CH2:24]([C:26]([CH2:31][OH:32])([CH2:29][OH:30])[CH2:27][CH3:28])[OH:25].C([O-])(=O)C=C, predict the reaction product. The product is: [CH3:1][N:2]([CH2:11][CH2:10][C:9]([OH:13])=[O:12])[C:3]1[CH:8]=[CH:7][CH:6]=[CH:5][CH:4]=1.[CH3:1][N:2]([CH2:16][CH2:15][C:14]([OH:18])=[O:17])[C:3]1[CH:8]=[CH:7][CH:6]=[CH:5][CH:4]=1.[CH3:1][N:2]([CH2:21][CH2:20][C:19]([OH:23])=[O:22])[C:3]1[CH:8]=[CH:7][CH:6]=[CH:5][CH:4]=1.[CH2:24]([C:26]([CH2:31][OH:32])([CH2:29][OH:30])[CH2:27][CH3:28])[OH:25].